This data is from Full USPTO retrosynthesis dataset with 1.9M reactions from patents (1976-2016). The task is: Predict the reactants needed to synthesize the given product. The reactants are: Br[C:2]1[C:10]2[O:9][CH2:8][C@@H:7]([N:11]([C:26](=[O:31])[C:27]([F:30])([F:29])[F:28])[C:12]3[CH:25]=[CH:24][C:15]4[C@H:16]([CH2:19][C:20]([O:22][CH3:23])=[O:21])[CH2:17][O:18][C:14]=4[CH:13]=3)[C:6]=2[CH:5]=[CH:4][CH:3]=1.[N:32]1[CH:37]=[CH:36][CH:35]=[C:34]([NH2:38])[CH:33]=1.C1(P(C2C=CC=CC=2)C2C3OC4C(=CC=CC=4P(C4C=CC=CC=4)C4C=CC=CC=4)C(C)(C)C=3C=CC=2)C=CC=CC=1.C(=O)([O-])[O-].[Cs+].[Cs+]. Given the product [N:32]1[CH:37]=[CH:36][CH:35]=[C:34]([NH:38][C:2]2[C:10]3[O:9][CH2:8][C@@H:7]([N:11]([C:26](=[O:31])[C:27]([F:30])([F:29])[F:28])[C:12]4[CH:25]=[CH:24][C:15]5[C@H:16]([CH2:19][C:20]([O:22][CH3:23])=[O:21])[CH2:17][O:18][C:14]=5[CH:13]=4)[C:6]=3[CH:5]=[CH:4][CH:3]=2)[CH:33]=1, predict the reactants needed to synthesize it.